Dataset: Full USPTO retrosynthesis dataset with 1.9M reactions from patents (1976-2016). Task: Predict the reactants needed to synthesize the given product. (1) Given the product [CH3:1][C:2]1[CH:3]=[CH:4][C:5]([C:8]([CH:9]([CH2:16][CH2:15][C:17](=[O:18])[CH3:19])[C:10]([O:12][CH2:13][CH3:20])=[O:11])=[O:14])=[CH:6][CH:7]=1, predict the reactants needed to synthesize it. The reactants are: [CH3:1][C:2]1[CH:7]=[CH:6][C:5]([C:8](=[O:14])[CH2:9][C:10]([O:12][CH3:13])=[O:11])=[CH:4][CH:3]=1.[CH:15]([C:17]([CH3:19])=[O:18])=[CH2:16].[CH3:20]CO. (2) Given the product [NH2:2][C:5]1[CH:6]=[C:7]([S:11]([NH:14][C:15]2[CH:16]=[C:17]3[C:21](=[CH:22][CH:23]=2)[NH:20][N:19]=[C:18]3[C:24]2[CH:25]=[CH:26][CH:27]=[CH:28][CH:29]=2)(=[O:13])=[O:12])[CH:8]=[CH:9][CH:10]=1, predict the reactants needed to synthesize it. The reactants are: Cl.[N+:2]([C:5]1[CH:6]=[C:7]([S:11]([NH:14][C:15]2[CH:16]=[C:17]3[C:21](=[CH:22][CH:23]=2)[NH:20][N:19]=[C:18]3[C:24]2[CH:29]=[CH:28][CH:27]=[CH:26][CH:25]=2)(=[O:13])=[O:12])[CH:8]=[CH:9][CH:10]=1)([O-])=O. (3) Given the product [F:31][C:26]1[CH:27]=[CH:28][CH:29]=[CH:30][C:25]=1[C:6]1[CH:5]=[CH:4][C:3]([C:17]2[N:18]=[CH:19][C:20]([NH2:23])=[N:21][CH:22]=2)=[C:2]([F:1])[CH:7]=1, predict the reactants needed to synthesize it. The reactants are: [F:1][C:2]1[CH:7]=[C:6](B2OC(C)(C)C(C)(C)O2)[CH:5]=[CH:4][C:3]=1[C:17]1[N:18]=[CH:19][C:20]([NH2:23])=[N:21][CH:22]=1.Br[C:25]1[CH:30]=[CH:29][CH:28]=[CH:27][C:26]=1[F:31]. (4) Given the product [CH3:44][S:45]([OH:48])(=[O:47])=[O:46].[CH3:44][S:45]([OH:48])(=[O:47])=[O:46].[CH3:44][S:45]([OH:48])(=[O:47])=[O:46].[CH:1]([O:4][C:5]([C:7]1[CH:8]([C:35]2[CH:40]=[CH:39][CH:38]=[C:37]([N+:41]([O-:43])=[O:42])[CH:36]=2)[C:9]([C:15]([O:17][CH:18]2[CH2:19][N:20]([CH:22]([C:29]3[CH:34]=[CH:33][CH:32]=[CH:31][CH:30]=3)[C:23]3[CH:28]=[CH:27][CH:26]=[CH:25][CH:24]=3)[CH2:21]2)=[O:16])=[C:10]([NH2:14])[NH:11][C:12]=1[CH3:13])=[O:6])([CH3:3])[CH3:2], predict the reactants needed to synthesize it. The reactants are: [CH:1]([O:4][C:5]([C:7]1[CH:8]([C:35]2[CH:40]=[CH:39][CH:38]=[C:37]([N+:41]([O-:43])=[O:42])[CH:36]=2)[C:9]([C:15]([O:17][CH:18]2[CH2:21][N:20]([CH:22]([C:29]3[CH:34]=[CH:33][CH:32]=[CH:31][CH:30]=3)[C:23]3[CH:28]=[CH:27][CH:26]=[CH:25][CH:24]=3)[CH2:19]2)=[O:16])=[C:10]([NH2:14])[NH:11][C:12]=1[CH3:13])=[O:6])([CH3:3])[CH3:2].[CH3:44][S:45]([OH:48])(=[O:47])=[O:46]. (5) Given the product [CH:28]1([O:27][C:3]2[CH:2]=[CH:7][N:6]=[C:5]([CH:8]([N:10]3[CH2:15][CH2:14][N:13]([S:16]([C:19]4[CH:20]=[CH:21][C:22]([O:25][CH3:26])=[CH:23][CH:24]=4)(=[O:17])=[O:18])[CH2:12][CH2:11]3)[CH3:9])[N:4]=2)[CH2:29][CH2:30][CH2:31][CH2:32]1, predict the reactants needed to synthesize it. The reactants are: Br[C:2]1[C:3]([O:27][CH:28]2[CH2:32][CH2:31][CH2:30][CH2:29]2)=[N:4][C:5]([CH:8]([N:10]2[CH2:15][CH2:14][N:13]([S:16]([C:19]3[CH:24]=[CH:23][C:22]([O:25][CH3:26])=[CH:21][CH:20]=3)(=[O:18])=[O:17])[CH2:12][CH2:11]2)[CH3:9])=[N:6][CH:7]=1. (6) Given the product [Br:1][C:2]1[CH:3]=[N:4][N:5]([CH2:31][CH2:30][O:32][CH2:33][CH3:34])[CH:6]=1, predict the reactants needed to synthesize it. The reactants are: [Br:1][C:2]1[CH:3]=[N:4][NH:5][CH:6]=1.Cl.C(OCN1C2N=CN=C(C3C=NN([CH:30]([O:32][CH2:33][CH3:34])[CH3:31])C=3)C=2C=C1)(=O)C(C)(C)C.